The task is: Regression. Given a peptide amino acid sequence and an MHC pseudo amino acid sequence, predict their binding affinity value. This is MHC class I binding data.. This data is from Peptide-MHC class I binding affinity with 185,985 pairs from IEDB/IMGT. (1) The peptide sequence is KMAVEVGSI. The MHC is HLA-A02:06 with pseudo-sequence HLA-A02:06. The binding affinity (normalized) is 0.558. (2) The peptide sequence is FPANINDKQI. The MHC is HLA-B53:01 with pseudo-sequence HLA-B53:01. The binding affinity (normalized) is 0.799. (3) The peptide sequence is FYADPKRYF. The MHC is HLA-A30:01 with pseudo-sequence HLA-A30:01. The binding affinity (normalized) is 0.213. (4) The peptide sequence is SEWGWRIPF. The MHC is HLA-E01:01 with pseudo-sequence HLA-E01:03. The binding affinity (normalized) is 0.0847. (5) The peptide sequence is YAMAIRQAI. The MHC is HLA-C14:02 with pseudo-sequence HLA-C14:02. The binding affinity (normalized) is 0.652. (6) The peptide sequence is LITSAFDLL. The MHC is HLA-A02:01 with pseudo-sequence HLA-A02:01. The binding affinity (normalized) is 0.0461. (7) The peptide sequence is MMGMFNML. The MHC is H-2-Kb with pseudo-sequence H-2-Kb. The binding affinity (normalized) is 0.213.